This data is from Full USPTO retrosynthesis dataset with 1.9M reactions from patents (1976-2016). The task is: Predict the reactants needed to synthesize the given product. (1) Given the product [OH:1][C@H:2]1[C:10]2[C:5](=[CH:6][CH:7]=[CH:8][CH:9]=2)[CH2:4][C@:3]1([CH2:20][C:21]1[CH:29]=[CH:28][C:24]([C:25]([NH:37][CH2:38][CH2:39][OH:40])=[O:27])=[CH:23][CH:22]=1)[C:11]1[CH2:12][C:13]2[C:18]([CH:19]=1)=[CH:17][CH:16]=[CH:15][CH:14]=2, predict the reactants needed to synthesize it. The reactants are: [OH:1][C@H:2]1[C:10]2[C:5](=[CH:6][CH:7]=[CH:8][CH:9]=2)[CH2:4][C@:3]1([CH2:20][C:21]1[CH:29]=[CH:28][C:24]([C:25]([OH:27])=O)=[CH:23][CH:22]=1)[C:11]1[CH2:12][C:13]2[C:18]([CH:19]=1)=[CH:17][CH:16]=[CH:15][CH:14]=2.CCN(CC)CC.[NH2:37][CH2:38][CH2:39][OH:40].C(P1(=O)OP(CCC)(=O)OP(CCC)(=O)O1)CC. (2) Given the product [CH3:39][Sn:38]([CH3:41])([CH3:40])[C:10]1[O:11][C:12]([CH:15]=[O:16])=[CH:13][CH:14]=1, predict the reactants needed to synthesize it. The reactants are: COC(=O)C1C=C([C:10]2[O:11][C:12]([CH:15]=[O:16])=[CH:13][CH:14]=2)C=CC=1O.C([Li])CCC.CC1CCNCC1.O1C=CC=C1C=O.[Sn:38](Cl)([CH3:41])([CH3:40])[CH3:39]. (3) Given the product [Cl:25][C:12]1[CH:11]=[C:10]([NH:9][C:2]2[CH:3]=[N:4][CH:5]=[CH:6][C:7]=2[CH3:8])[CH:24]=[CH:23][C:13]=1[C:14]([C:16]1[CH:21]=[CH:20][CH:19]=[CH:18][C:17]=1[CH3:22])=[O:15], predict the reactants needed to synthesize it. The reactants are: Br[C:2]1[CH:3]=[N:4][CH:5]=[CH:6][C:7]=1[CH3:8].[NH2:9][C:10]1[CH:24]=[CH:23][C:13]([C:14]([C:16]2[CH:21]=[CH:20][CH:19]=[CH:18][C:17]=2[CH3:22])=[O:15])=[C:12]([Cl:25])[CH:11]=1.C(O[Na])(C)(C)C. (4) Given the product [C:1]1([C:7]2[C:12]([NH2:13])=[CH:11][CH:10]=[CH:9][N:8]=2)[CH2:6][CH2:5][CH2:4][CH2:3][CH:2]=1, predict the reactants needed to synthesize it. The reactants are: [C:1]1([C:7]2[C:12]([N+:13]([O-])=O)=[CH:11][CH:10]=[CH:9][N:8]=2)[CH2:6][CH2:5][CH2:4][CH2:3][CH:2]=1.O. (5) Given the product [CH2:17]([C:19]1[CH:24]=[C:23]([O:25][CH3:26])[C:22]([F:27])=[CH:21][C:20]=1[C:2]1[CH:10]=[C:9]2[C:5]([CH:6]=[N:7][N:8]2[CH:11]2[CH2:16][CH2:15][CH2:14][CH2:13][O:12]2)=[CH:4][CH:3]=1)[CH3:18], predict the reactants needed to synthesize it. The reactants are: Br[C:2]1[CH:10]=[C:9]2[C:5]([CH:6]=[N:7][N:8]2[CH:11]2[CH2:16][CH2:15][CH2:14][CH2:13][O:12]2)=[CH:4][CH:3]=1.[CH2:17]([C:19]1[CH:24]=[C:23]([O:25][CH3:26])[C:22]([F:27])=[CH:21][C:20]=1B1OC(C)(C)C(C)(C)O1)[CH3:18].P([O-])([O-])([O-])=O.[K+].[K+].[K+]. (6) The reactants are: [CH3:1][O:2][C:3]1[CH:9]=[C:8]([N+:10]([O-:12])=[O:11])[CH:7]=[CH:6][C:4]=1[NH2:5].[C:13](O[C:13]([O:15][C:16]([CH3:19])([CH3:18])[CH3:17])=[O:14])([O:15][C:16]([CH3:19])([CH3:18])[CH3:17])=[O:14].C(N(CC)CC)C. Given the product [CH3:1][O:2][C:3]1[CH:9]=[C:8]([N+:10]([O-:12])=[O:11])[CH:7]=[CH:6][C:4]=1[NH:5][C:13](=[O:14])[O:15][C:16]([CH3:19])([CH3:18])[CH3:17], predict the reactants needed to synthesize it. (7) Given the product [C:1]([C:4]1[CH:12]=[CH:11][C:7]([C:8]([N:14]([CH3:15])[CH3:13])=[O:9])=[CH:6][CH:5]=1)(=[O:3])[CH3:2], predict the reactants needed to synthesize it. The reactants are: [C:1]([C:4]1[CH:12]=[CH:11][C:7]([C:8](O)=[O:9])=[CH:6][CH:5]=1)(=[O:3])[CH3:2].[CH3:13][NH:14][CH3:15].C(Cl)CCl.C1C=CC2N(O)N=NC=2C=1.CCN(C(C)C)C(C)C. (8) The reactants are: [Cl:1][C:2]1[CH:7]=[C:6]([Cl:8])[CH:5]=[CH:4][C:3]=1[C:9]1[N:10]=[C:11](/[CH:14]=[CH:15]/[C:16]2[CH:21]=[CH:20][C:19]([C:22]3[CH:27]=[CH:26][C:25]([O:28][CH3:29])=[CH:24][CH:23]=3)=[CH:18][CH:17]=2)[NH:12][CH:13]=1.[CH2:30](Br)[C:31]1[CH:36]=[CH:35][CH:34]=[CH:33][CH:32]=1. Given the product [CH2:30]([N:12]1[CH:13]=[C:9]([C:3]2[CH:4]=[CH:5][C:6]([Cl:8])=[CH:7][C:2]=2[Cl:1])[N:10]=[C:11]1/[CH:14]=[CH:15]/[C:16]1[CH:21]=[CH:20][C:19]([C:22]2[CH:23]=[CH:24][C:25]([O:28][CH3:29])=[CH:26][CH:27]=2)=[CH:18][CH:17]=1)[C:31]1[CH:36]=[CH:35][CH:34]=[CH:33][CH:32]=1, predict the reactants needed to synthesize it.